This data is from Forward reaction prediction with 1.9M reactions from USPTO patents (1976-2016). The task is: Predict the product of the given reaction. (1) Given the reactants [CH3:1][O:2][CH2:3][C@H:4]([CH3:52])[CH2:5][O:6][CH2:7][C:8]1[CH:13]=[CH:12][C:11]([C@@H:14]2[C@@H:19]([O:20][CH2:21][C:22]3[CH:23]=[CH:24][C:25]4[O:30][CH2:29][CH2:28][N:27]([CH2:31][CH2:32][CH2:33][O:34][CH3:35])[C:26]=4[CH:36]=3)[CH2:18][N:17]([S:37]([C:40]3[CH:45]=[CH:44][C:43]([CH3:46])=[CH:42][CH:41]=3)(=[O:39])=[O:38])[C@@H:16]([CH2:47][C:48]([NH2:51])([CH3:50])[CH3:49])[CH2:15]2)=[CH:10][CH:9]=1.CCN(CC)CC.[C:60](Cl)(=[O:62])[CH3:61], predict the reaction product. The product is: [CH3:1][O:2][CH2:3][C@H:4]([CH3:52])[CH2:5][O:6][CH2:7][C:8]1[CH:9]=[CH:10][C:11]([C@@H:14]2[C@@H:19]([O:20][CH2:21][C:22]3[CH:23]=[CH:24][C:25]4[O:30][CH2:29][CH2:28][N:27]([CH2:31][CH2:32][CH2:33][O:34][CH3:35])[C:26]=4[CH:36]=3)[CH2:18][N:17]([S:37]([C:40]3[CH:41]=[CH:42][C:43]([CH3:46])=[CH:44][CH:45]=3)(=[O:39])=[O:38])[C@@H:16]([CH2:47][C:48]([NH:51][C:60](=[O:62])[CH3:61])([CH3:49])[CH3:50])[CH2:15]2)=[CH:12][CH:13]=1. (2) Given the reactants [CH2:1]([NH2:4])[CH:2]=[CH2:3].Br[C:6]([CH3:12])([CH3:11])[C:7]([O:9][CH3:10])=[O:8], predict the reaction product. The product is: [CH3:10][O:9][C:7](=[O:8])[C:6]([CH3:12])([CH3:11])[NH:4][CH2:1][CH:2]=[CH2:3]. (3) The product is: [CH3:16][NH:19][C:2]1[N:3]=[N:4][CH:5]=[C:6]([C:8]2[CH:13]=[CH:12][CH:11]=[CH:10][CH:9]=2)[CH:7]=1. Given the reactants Cl[C:2]1[N:3]=[N:4][CH:5]=[C:6]([C:8]2[CH:13]=[CH:12][CH:11]=[CH:10][CH:9]=2)[CH:7]=1.CN.[CH:16]([N:19](CC)C(C)C)(C)C, predict the reaction product. (4) Given the reactants [CH2:1]([O:3][C:4](=[O:12])[CH:5](Br)[C:6](=O)[CH2:7][CH2:8][CH3:9])[CH3:2].C(N(CC)CC)C.[NH2:20][C:21]([NH2:23])=[S:22], predict the reaction product. The product is: [CH2:1]([O:3][C:4]([C:5]1[S:22][C:21]([NH2:23])=[N:20][C:6]=1[CH2:7][CH2:8][CH3:9])=[O:12])[CH3:2]. (5) Given the reactants [CH3:1][O:2][C:3]1[CH:4]=[C:5]([C:13]2[C:21]3[C:16](=[CH:17][CH:18]=[C:19]([CH:22]=O)[CH:20]=3)[NH:15][N:14]=2)[CH:6]=[C:7]([O:11][CH3:12])[C:8]=1[O:9][CH3:10].[C:24]([CH2:26][C:27]([NH2:29])=[O:28])#[N:25].C1CCN2C(=NCCC2)CC1, predict the reaction product. The product is: [C:24]([C:26](=[CH:22][C:19]1[CH:20]=[C:21]2[C:16](=[CH:17][CH:18]=1)[NH:15][N:14]=[C:13]2[C:5]1[CH:6]=[C:7]([O:11][CH3:12])[C:8]([O:9][CH3:10])=[C:3]([O:2][CH3:1])[CH:4]=1)[C:27]([NH2:29])=[O:28])#[N:25]. (6) Given the reactants C([O:8][C:9]1[C:10]2[N:11]([C:15]([C:19]([NH:21][C@H:22]([C:32]3[CH:37]=[CH:36][CH:35]=[CH:34][CH:33]=3)[CH2:23][O:24][Si:25]([C:28]([CH3:31])([CH3:30])[CH3:29])([CH3:27])[CH3:26])=[O:20])=[C:16]([CH3:18])[N:17]=2)[CH:12]=[CH:13][CH:14]=1)C1C=CC=CC=1, predict the reaction product. The product is: [Si:25]([O:24][CH2:23][C@H:22]([NH:21][C:19]([C:15]1[N:11]2[CH:12]=[CH:13][CH:14]=[C:9]([OH:8])[C:10]2=[N:17][C:16]=1[CH3:18])=[O:20])[C:32]1[CH:37]=[CH:36][CH:35]=[CH:34][CH:33]=1)([C:28]([CH3:31])([CH3:30])[CH3:29])([CH3:27])[CH3:26]. (7) Given the reactants F[C:2]1[N:10]=[C:9]([F:11])[CH:8]=[CH:7][C:3]=1[C:4]([OH:6])=O.C[N:13]([CH:15]=O)[CH3:14].[C:17](Cl)(=[O:21])C(Cl)=O.[C:23]1(C)[CH:28]=[CH:27][CH:26]=[CH:25][CH:24]=1, predict the reaction product. The product is: [CH2:15]([N:13]1[C:4](=[O:6])[C:3]2[CH:7]=[CH:8][C:9]([F:11])=[N:10][C:2]=2[O:21][CH2:17][CH2:14]1)[C:23]1[CH:28]=[CH:27][CH:26]=[CH:25][CH:24]=1. (8) The product is: [F:1][C:2]1[C:3]([F:13])=[C:4]([F:12])[C:5]2[S:9][C:8](=[N:10][C:19](=[O:20])[C:18]3[CH:22]=[CH:23][CH:24]=[C:16]([O:15][CH3:14])[CH:17]=3)[N:7]([CH:26]([CH2:31][CH3:32])[C:27]([OH:29])=[O:28])[C:6]=2[CH:11]=1. Given the reactants [F:1][C:2]1[C:3]([F:13])=[C:4]([F:12])[C:5]2[S:9][C:8]([NH2:10])=[N:7][C:6]=2[CH:11]=1.[CH3:14][O:15][C:16]1[CH:17]=[C:18]([CH:22]=[CH:23][CH:24]=1)[C:19](Cl)=[O:20].Br[CH:26]([CH2:31][CH3:32])[C:27]([O:29]C)=[O:28].COC1C=CC2N=C(N)SC=2C=1.ClC1C=C(C=CC=1)C(Cl)=O.BrCC(OCC)=O, predict the reaction product.